From a dataset of Forward reaction prediction with 1.9M reactions from USPTO patents (1976-2016). Predict the product of the given reaction. (1) Given the reactants Cl[C:2]1[CH:3]=[CH:4][C:5]2[N:11]3[CH2:12][C@H:8]([CH2:9][CH2:10]3)[N:7]([C:13]([NH:15][C:16]3[CH:17]=[N:18][CH:19]=[CH:20][CH:21]=3)=[O:14])[C:6]=2[N:22]=1.[CH3:23][C:24]1[CH:29]=[C:28]([CH3:30])[C:27](B2OC(C)(C)C(C)(C)O2)=[CH:26][N:25]=1.C([O-])([O-])=O.[Cs+].[Cs+].CC(C1C=C(C(C)C)C(C2C=CC=CC=2P(C2CCCCC2)C2CCCCC2)=C(C(C)C)C=1)C, predict the reaction product. The product is: [CH3:30][C:28]1[CH:29]=[C:24]([CH3:23])[N:25]=[CH:26][C:27]=1[C:2]1[CH:3]=[CH:4][C:5]2[N:11]3[CH2:12][C@H:8]([CH2:9][CH2:10]3)[N:7]([C:13]([NH:15][C:16]3[CH:17]=[N:18][CH:19]=[CH:20][CH:21]=3)=[O:14])[C:6]=2[N:22]=1. (2) The product is: [CH3:19][C:16]1([CH3:20])[CH2:17][O:18][B:13]([C:2]2[CH:3]=[C:4]([N:8]3[CH:12]=[N:11][CH:10]=[N:9]3)[CH:5]=[CH:6][CH:7]=2)[O:14][CH2:15]1. Given the reactants Br[C:2]1[CH:3]=[C:4]([N:8]2[CH:12]=[N:11][CH:10]=[N:9]2)[CH:5]=[CH:6][CH:7]=1.[B:13]1([B:13]2[O:18][CH2:17][C:16]([CH3:20])([CH3:19])[CH2:15][O:14]2)[O:18][CH2:17][C:16]([CH3:20])([CH3:19])[CH2:15][O:14]1.C([O-])(=O)C.[K+], predict the reaction product. (3) Given the reactants Br[C:2]1[CH:7]=[CH:6][C:5]([C:8]([NH:11][C:12](=[O:22])[O:13][CH:14]2[CH:19]3[CH2:20][CH2:21][N:16]([CH2:17][CH2:18]3)[CH2:15]2)([CH3:10])[CH3:9])=[CH:4][CH:3]=1.[N:23]1[CH:28]=[C:27](B(O)O)[CH:26]=[N:25][CH:24]=1, predict the reaction product. The product is: [N:23]1[CH:28]=[C:27]([C:2]2[CH:7]=[CH:6][C:5]([C:8]([NH:11][C:12](=[O:22])[O:13][CH:14]3[CH:19]4[CH2:20][CH2:21][N:16]([CH2:17][CH2:18]4)[CH2:15]3)([CH3:10])[CH3:9])=[CH:4][CH:3]=2)[CH:26]=[N:25][CH:24]=1. (4) The product is: [F:1][C:2]([F:23])([F:24])[C:3]1[CH:4]=[C:5]([C:13]2[CH:21]=[CH:20][CH:19]=[C:18]3[C:14]=2[CH2:15][CH:16]([CH2:26][C:27]2[CH:36]=[CH:35][C:30]([C:31]([O:33][CH3:34])=[O:32])=[CH:29][CH:28]=2)[C:17]3=[O:22])[CH:6]=[C:7]([C:9]([F:10])([F:11])[F:12])[CH:8]=1. Given the reactants [F:1][C:2]([F:24])([F:23])[C:3]1[CH:4]=[C:5]([C:13]2[CH:21]=[CH:20][CH:19]=[C:18]3[C:14]=2[CH2:15][CH2:16][C:17]3=[O:22])[CH:6]=[C:7]([C:9]([F:12])([F:11])[F:10])[CH:8]=1.Br[CH2:26][C:27]1[CH:36]=[CH:35][C:30]([C:31]([O:33][CH3:34])=[O:32])=[CH:29][CH:28]=1.C([O-])(=O)C1C=CC=CC=1, predict the reaction product. (5) The product is: [C:29]([O:28][C:25](=[O:27])[CH2:26][C:3](=[O:24])[C:4]1[CH:9]=[CH:8][CH:7]=[C:6]([C:10]2([CH2:16][O:17][CH:18]3[CH2:23][CH2:22][CH2:21][CH2:20][O:19]3)[CH:14]([CH3:15])[S:13][CH:12]=[N:11]2)[CH:5]=1)([CH3:32])([CH3:31])[CH3:30]. Given the reactants CO[C:3](=[O:24])[C:4]1[CH:9]=[CH:8][CH:7]=[C:6]([C:10]2([CH2:16][O:17][CH:18]3[CH2:23][CH2:22][CH2:21][CH2:20][O:19]3)[CH:14]([CH3:15])[S:13][CH:12]=[N:11]2)[CH:5]=1.[C:25]([O:28][C:29]([CH3:32])([CH3:31])[CH3:30])(=[O:27])[CH3:26].[Li], predict the reaction product. (6) Given the reactants [CH3:1][C:2]1[CH:3]=[C:4]([CH:8]=[CH:9][C:10]=1[C:11]([N:13]1[CH2:17][CH2:16][CH2:15][CH2:14]1)=[O:12])[C:5]([OH:7])=O.CN(C(ON1N=NC2C=CC=CC1=2)=[N+](C)C)C.[B-](F)(F)(F)F.C(N(C(C)C)CC)(C)C.[Cl:49][C:50]1[CH:63]=[CH:62][C:53]2[NH:54][C:55]([C@@H:57]([NH2:61])[CH2:58][CH:59]=[CH2:60])=[N:56][C:52]=2[CH:51]=1.ClCl, predict the reaction product. The product is: [Cl:49][C:50]1[CH:63]=[CH:62][C:53]2[NH:54][C:55]([C@@H:57]([NH:61][C:5](=[O:7])[C:4]3[CH:8]=[CH:9][C:10]([C:11]([N:13]4[CH2:17][CH2:16][CH2:15][CH2:14]4)=[O:12])=[C:2]([CH3:1])[CH:3]=3)[CH2:58][CH:59]=[CH2:60])=[N:56][C:52]=2[CH:51]=1.